Dataset: Forward reaction prediction with 1.9M reactions from USPTO patents (1976-2016). Task: Predict the product of the given reaction. (1) The product is: [CH3:1][C:2]1[CH:7]=[CH:6][C:5]([CH3:8])=[CH:4][C:3]=1[C:9]1[C:10](=[O:22])[NH:11][C:12]2([CH2:19][CH2:18][N:17]([O:20][CH3:21])[CH2:16][CH2:15]2)[C:13]=1[O:14][CH2:35][O:34][CH2:32][CH3:33]. Given the reactants [CH3:1][C:2]1[CH:7]=[CH:6][C:5]([CH3:8])=[CH:4][C:3]=1[C:9]1[C:10](=[O:22])[NH:11][C:12]2([CH2:19][CH2:18][N:17]([O:20][CH3:21])[CH2:16][CH2:15]2)[C:13]=1[OH:14].CCN(C(C)C)C(C)C.[CH2:32]([O:34][CH2:35]Cl)[CH3:33].O, predict the reaction product. (2) Given the reactants C(OC([N:8]1[CH2:12][CH2:11][CH2:10][CH:9]1[C:13]([O:15][CH2:16][CH2:17][CH2:18][C:19]1[CH:20]=[N:21][CH:22]=[CH:23][CH:24]=1)=[O:14])=O)(C)(C)C.C(=O)([O-])[O-].[K+].[K+], predict the reaction product. The product is: [NH:8]1[CH2:12][CH2:11][CH2:10][CH:9]1[C:13]([O:15][CH2:16][CH2:17][CH2:18][C:19]1[CH:20]=[N:21][CH:22]=[CH:23][CH:24]=1)=[O:14]. (3) The product is: [C:30]1([CH:29]([C:36]2[CH:41]=[CH:40][CH:39]=[CH:38][CH:37]=2)[C:27]2[CH:26]=[CH:25][C:24](=[O:42])[N:23]([CH2:22][CH2:21][CH2:20][S:8][C:4]3[CH:5]=[CH:6][CH:7]=[C:2]([OH:1])[CH:3]=3)[CH:28]=2)[CH:31]=[CH:32][CH:33]=[CH:34][CH:35]=1. Given the reactants [OH:1][C:2]1[CH:3]=[C:4]([SH:8])[CH:5]=[CH:6][CH:7]=1.C([O-])([O-])=O.[K+].[K+].CS(O[CH2:20][CH2:21][CH2:22][N:23]1[CH:28]=[C:27]([CH:29]([C:36]2[CH:41]=[CH:40][CH:39]=[CH:38][CH:37]=2)[C:30]2[CH:35]=[CH:34][CH:33]=[CH:32][CH:31]=2)[CH:26]=[CH:25][C:24]1=[O:42])(=O)=O.O, predict the reaction product. (4) Given the reactants [F:1][C:2]1[CH:3]=[CH:4][CH2:5][CH:6]2[C:11]=1[N:10]1[CH2:12][CH2:13][CH2:14][CH:9]1[CH2:8][N:7]2[CH2:15][CH2:16][NH2:17].C=O.[F:20][C:21]([F:26])([F:25])[C:22]([OH:24])=[O:23], predict the reaction product. The product is: [F:1][C:2]1[C:11]2[N:10]3[CH2:12][CH2:13][CH2:14][CH:9]3[CH2:8][N:7]3[CH2:15][CH2:16][NH:17][CH2:21][C:5]([C:6]=23)=[CH:4][CH:3]=1.[F:20][C:21]([F:26])([F:25])[C:22]([OH:24])=[O:23].